Dataset: HIV replication inhibition screening data with 41,000+ compounds from the AIDS Antiviral Screen. Task: Binary Classification. Given a drug SMILES string, predict its activity (active/inactive) in a high-throughput screening assay against a specified biological target. (1) The molecule is COc1ccc2c(c1)C(=O)C13CC(C(=O)O)C(OC(C)=O)(CCC21)C3. The result is 0 (inactive). (2) The drug is O=C(CNC(=O)c1cnc2ccccc2n1)NCCCNC(=O)CNC(=O)c1cnc2ccccc2n1. The result is 0 (inactive). (3) The drug is Nc1nc(S)nc2nn[nH]c12. The result is 0 (inactive). (4) The drug is CN1CCn2c(Br)ccc2C1=O. The result is 0 (inactive). (5) The result is 0 (inactive). The compound is O=C(O)CCCc1ccc2c(c1)CC1(C2)Cc2ccc(CCCC(=O)O)cc2C1. (6) The compound is O=C1CCCC1C(O)(C(F)(F)Cl)C(F)(F)Cl. The result is 0 (inactive). (7) The molecule is COc1cc(Oc2nc3cc(F)c(F)cc3nc2-c2ccccc2)cc(OC)c1OC. The result is 0 (inactive). (8) The drug is COc1ccccc1NC(=S)NN=Cc1cccc(C)n1. The result is 0 (inactive). (9) The compound is CCc1cccc(C)c1NC(=O)CCc1nnc2sc(=Cc3cccc4ccccc34)c(=O)n12. The result is 0 (inactive).